Dataset: TCR-epitope binding with 47,182 pairs between 192 epitopes and 23,139 TCRs. Task: Binary Classification. Given a T-cell receptor sequence (or CDR3 region) and an epitope sequence, predict whether binding occurs between them. (1) The epitope is IVDTVSALV. The TCR CDR3 sequence is CASSQVPSGTSTDTQYF. Result: 1 (the TCR binds to the epitope). (2) The epitope is AMFWSVPTV. The TCR CDR3 sequence is CASGLLTGTHEQYF. Result: 0 (the TCR does not bind to the epitope). (3) The epitope is YIFFASFYY. The TCR CDR3 sequence is CASSPGQGAETQHF. Result: 1 (the TCR binds to the epitope). (4) The epitope is NQKLIANQF. The TCR CDR3 sequence is CASRFGGTVKNEQFF. Result: 1 (the TCR binds to the epitope). (5) Result: 0 (the TCR does not bind to the epitope). The TCR CDR3 sequence is CASSYYSGGTETQYF. The epitope is ILKEPVHGV. (6) The epitope is KLVALGINAV. The TCR CDR3 sequence is CASSQGTGFDSSTDTQYF. Result: 0 (the TCR does not bind to the epitope). (7) The TCR CDR3 sequence is CASSAGTGAYEQYF. Result: 0 (the TCR does not bind to the epitope). The epitope is VVYRGTTTY.